From a dataset of Forward reaction prediction with 1.9M reactions from USPTO patents (1976-2016). Predict the product of the given reaction. (1) The product is: [C:17]1([CH2:23][CH2:24][CH2:25][O:13][CH2:12][C:11]2[CH:10]=[CH:9][C:8]([CH2:7][N:1]3[CH2:2][CH2:3][CH2:4][CH2:5][CH2:6]3)=[CH:15][CH:14]=2)[CH:22]=[CH:21][CH:20]=[CH:19][CH:18]=1. Given the reactants [N:1]1([CH2:7][C:8]2[CH:15]=[CH:14][C:11]([CH2:12][O-:13])=[CH:10][CH:9]=2)[CH2:6][CH2:5][CH2:4][CH2:3][CH2:2]1.[Na+].[C:17]1([CH2:23][CH2:24][CH2:25]Br)[CH:22]=[CH:21][CH:20]=[CH:19][CH:18]=1, predict the reaction product. (2) Given the reactants Cl.[N:2]1[CH:7]=[CH:6][CH:5]=[C:4]([CH2:8][C:9]([OH:11])=O)[CH:3]=1.[P:12]([OH:15])([OH:14])[OH:13].N1C=CC=C(CC(O)=O)C=1.[OH:26][PH:27]([OH:29])=[O:28].P(Cl)(Cl)(Cl)=O, predict the reaction product. The product is: [CH:6]1[CH:7]=[N:2][CH:3]=[C:4]([CH2:8][C:9]([P:27]([OH:29])([OH:28])=[O:26])([P:12]([OH:15])([OH:14])=[O:13])[OH:11])[CH:5]=1. (3) Given the reactants [NH2:1][C:2]1[C:7]([NH2:8])=[C:6]([NH:9][C@@H:10]2[C@@H:15]3[CH2:16][C@@H:12]([CH:13]=[CH:14]3)[C@@H:11]2[C:17]([NH2:19])=[O:18])[C:5]([Br:20])=[CH:4][N:3]=1.[N:21]1([C:27]2[CH:28]=[C:29]([CH:32]=[CH:33][CH:34]=2)[CH:30]=O)[CH2:26][CH2:25][O:24][CH2:23][CH2:22]1, predict the reaction product. The product is: [Br:20][C:5]1[C:6]([NH:9][C@@H:10]2[C@@H:15]3[CH2:16][C@@H:12]([CH:13]=[CH:14]3)[C@@H:11]2[C:17]([NH2:19])=[O:18])=[C:7]2[N:8]=[C:30]([C:29]3[CH:32]=[CH:33][CH:34]=[C:27]([N:21]4[CH2:26][CH2:25][O:24][CH2:23][CH2:22]4)[CH:28]=3)[NH:1][C:2]2=[N:3][CH:4]=1. (4) Given the reactants [NH2:1][C:2]1[CH:30]=[CH:29][C:5]([O:6][C:7]2[CH:12]=[CH:11][N:10]=[C:9]3[CH:13]=[C:14]([C:16]4[CH:21]=[CH:20][C:19]([C:22]([N:24]5[CH2:28][CH2:27][CH2:26][CH2:25]5)=[O:23])=[CH:18][CH:17]=4)[S:15][C:8]=23)=[C:4]([F:31])[CH:3]=1.ClC(Cl)(O[C:36](=[O:42])OC(Cl)(Cl)Cl)Cl.[CH:44]1([NH2:47])[CH2:46][CH2:45]1, predict the reaction product. The product is: [CH:44]1([NH:47][C:36]([NH:1][C:2]2[CH:30]=[CH:29][C:5]([O:6][C:7]3[CH:12]=[CH:11][N:10]=[C:9]4[CH:13]=[C:14]([C:16]5[CH:17]=[CH:18][C:19]([C:22]([N:24]6[CH2:28][CH2:27][CH2:26][CH2:25]6)=[O:23])=[CH:20][CH:21]=5)[S:15][C:8]=34)=[C:4]([F:31])[CH:3]=2)=[O:42])[CH2:46][CH2:45]1. (5) Given the reactants [CH3:1][O:2][C:3]1[CH:12]=[CH:11][C:10]2[C:5](=[CH:6][N+:7]3[CH2:20][CH2:19][C:18]4[C:13](=[CH:14][C:15]5[O:23][CH2:22][O:21][C:16]=5[CH:17]=4)[C:8]=3[CH:9]=2)[C:4]=1[O:24][CH3:25].[Cl-].[C:27]([Mg]Br)#[C:28][CH3:29], predict the reaction product. The product is: [CH3:25][O:24][C:4]1[C:5]2[CH:6]([C:27]#[C:28][CH3:29])[N:7]3[CH2:20][CH2:19][C:18]4[C:13]([C:8]3=[CH:9][C:10]=2[CH:11]=[CH:12][C:3]=1[O:2][CH3:1])=[CH:14][C:15]1[O:23][CH2:22][O:21][C:16]=1[CH:17]=4. (6) The product is: [CH:4]1([O:9][C:10]2[CH:11]=[C:12]([NH:31][CH2:39][CH:40]([CH3:42])[CH3:41])[C:13]3[N:14]([C:16]([C:19]4[CH:24]=[CH:23][C:22]([C:25]([NH:26][CH:27]5[CH2:29][CH2:28]5)=[O:30])=[CH:21][CH:20]=4)=[N:17][N:18]=3)[N:15]=2)[CH2:8][CH2:7][CH2:6][CH2:5]1. Given the reactants ClCCl.[CH:4]1([O:9][C:10]2[CH:11]=[C:12]([N:31]([CH2:39][CH:40]([CH3:42])[CH3:41])C(=O)OC(C)(C)C)[C:13]3[N:14]([C:16]([C:19]4[CH:24]=[CH:23][C:22]([C:25](=[O:30])[NH:26][CH:27]5[CH2:29][CH2:28]5)=[CH:21][CH:20]=4)=[N:17][N:18]=3)[N:15]=2)[CH2:8][CH2:7][CH2:6][CH2:5]1.C(O)(C(F)(F)F)=O.C(=O)([O-])[O-].[K+].[K+], predict the reaction product. (7) Given the reactants Cl[C:2]1[C:7]([Cl:8])=[CH:6][C:5]([N+:9]([O-:11])=[O:10])=[C:4]([Cl:12])[N:3]=1.CCN(C(C)C)C(C)C.[CH:22]([O:25][C:26]1[NH:30][N:29]=[C:28]([NH2:31])[CH:27]=1)([CH3:24])[CH3:23], predict the reaction product. The product is: [Cl:8][C:7]1[C:2]([NH:31][C:28]2[CH:27]=[C:26]([O:25][CH:22]([CH3:24])[CH3:23])[NH:30][N:29]=2)=[N:3][C:4]([Cl:12])=[C:5]([N+:9]([O-:11])=[O:10])[CH:6]=1. (8) Given the reactants NC1C=CC(C(OC)=O)=C(Cl)C=1[I:13].NC1C(I)=CC(C(OC)=O)=C(Cl)C=1.[NH2:27][C:28]1[C:37]([Cl:38])=[CH:36][C:31]([C:32]([O:34][CH3:35])=[O:33])=[C:30]([CH3:39])[CH:29]=1, predict the reaction product. The product is: [NH2:27][C:28]1[C:37]([Cl:38])=[CH:36][C:31]([C:32]([O:34][CH3:35])=[O:33])=[C:30]([CH3:39])[C:29]=1[I:13]. (9) Given the reactants O=P(Cl)(Cl)Cl.CN([CH:9]=[O:10])C.[N+:11]([C:14]1[CH:19]=[CH:18][CH:17]=[CH:16][C:15]=1[N:20]1[CH:24]=[CH:23][CH:22]=[CH:21]1)([O-:13])=[O:12].CC([O-])=O.[Na+], predict the reaction product. The product is: [N+:11]([C:14]1[CH:19]=[CH:18][CH:17]=[CH:16][C:15]=1[N:20]1[CH:24]=[CH:23][CH:22]=[C:21]1[CH:9]=[O:10])([O-:13])=[O:12].